Task: Predict the product of the given reaction.. Dataset: Forward reaction prediction with 1.9M reactions from USPTO patents (1976-2016) (1) Given the reactants COC([C:5]1[C:6]2[CH2:7][C:8]([CH3:24])([CH3:23])[CH:9]([C:16]3[CH:21]=[CH:20][CH:19]=[C:18](Br)[CH:17]=3)[NH:10][C:11]=2[CH:12]=[CH:13][C:14]=1[F:15])=O.[C:25]([C:29]1[CH:34]=[CH:33][C:32](B(O)O)=[CH:31][CH:30]=1)([CH3:28])([CH3:27])[CH3:26].[C:38](=[O:41])([O-])[O-:39].[Na+].[Na+].O1CCOC[CH2:45]1, predict the reaction product. The product is: [CH3:45][O:39][C:38]([C:12]1[CH:13]=[C:14]([F:15])[CH:5]=[C:6]2[C:11]=1[NH:10][CH:9]([C:16]1[CH:17]=[C:18]([C:32]3[CH:33]=[CH:34][C:29]([C:25]([CH3:28])([CH3:27])[CH3:26])=[CH:30][CH:31]=3)[CH:19]=[CH:20][CH:21]=1)[C:8]([CH3:23])([CH3:24])[CH2:7]2)=[O:41]. (2) Given the reactants Cl[C:2]1[CH:3]=[C:4]([NH:11][C:12]2[N:17]=[CH:16][C:15]([N:18]3[CH2:23][CH2:22][N:21](C(OC(C)(C)C)=O)[CH2:20][C@@H:19]3[CH3:31])=[CH:14][CH:13]=2)[C:5]2[N:6]([CH:8]=[CH:9][N:10]=2)[N:7]=1.[BrH:32].CC(O)=O, predict the reaction product. The product is: [BrH:32].[Br:32][C:2]1[CH:3]=[C:4]([NH:11][C:12]2[CH:13]=[CH:14][C:15]([N:18]3[CH2:23][CH2:22][NH:21][CH2:20][C@@H:19]3[CH3:31])=[CH:16][N:17]=2)[C:5]2[N:6]([CH:8]=[CH:9][N:10]=2)[N:7]=1. (3) Given the reactants [OH:1][C:2]1[C:3]([CH2:12][N:13]2[C:21](=[O:22])[C:20]3[C:15](=[CH:16][CH:17]=[CH:18][CH:19]=3)[C:14]2=[O:23])=[C:4]2[C:9](=[CH:10][CH:11]=1)[N:8]=[CH:7][CH:6]=[CH:5]2.Br[CH2:25][CH2:26][O:27][CH3:28].C(=O)([O-])[O-].[Cs+].[Cs+].C(=O)(O)[O-].[Na+], predict the reaction product. The product is: [CH3:28][O:27][CH2:26][CH2:25][O:1][C:2]1[C:3]([CH2:12][N:13]2[C:14](=[O:23])[C:15]3[C:20](=[CH:19][CH:18]=[CH:17][CH:16]=3)[C:21]2=[O:22])=[C:4]2[C:9](=[CH:10][CH:11]=1)[N:8]=[CH:7][CH:6]=[CH:5]2. (4) Given the reactants Br[CH:2]1[CH2:10][C:9]2[C:4](=[CH:5][C:6]([O:13][CH3:14])=[C:7]([O:11][CH3:12])[CH:8]=2)[C:3]1=[O:15].P(OCC)(OCC)OCC.[CH2:26]([N:33]1[CH2:38][CH2:37][CH:36]([CH:39]=O)[CH2:35][CH2:34]1)[C:27]1[CH:32]=[CH:31][CH:30]=[CH:29][CH:28]=1.C([N-]C(C)C)(C)C.[Li+], predict the reaction product. The product is: [CH3:12][O:11][C:7]1[CH:8]=[C:9]2[CH2:10][CH:2]([CH2:39][CH:36]3[CH2:35][CH2:34][N:33]([CH2:26][C:27]4[CH:28]=[CH:29][CH:30]=[CH:31][CH:32]=4)[CH2:38][CH2:37]3)[C:3](=[O:15])[C:4]2=[CH:5][C:6]=1[O:13][CH3:14]. (5) Given the reactants [CH:1]([C:3]1[CH:4]=[C:5]([CH:10]=[CH:11][CH:12]=1)[C:6]([O:8][CH3:9])=[O:7])=[O:2].[Br:13]N1C(=O)CCC1=O, predict the reaction product. The product is: [Br:13][C:11]1[CH:10]=[C:5]([CH:4]=[C:3]([CH:1]=[O:2])[CH:12]=1)[C:6]([O:8][CH3:9])=[O:7].